This data is from Reaction yield outcomes from USPTO patents with 853,638 reactions. The task is: Predict the reaction yield, written as a fraction of the theoretical maximum amount of product (1.0 means a 100% yield; for example, 0.34 means a 34% yield). (1) The reactants are O=[C:2]1[CH2:7][CH2:6][N:5]([C:8]([O:10][C:11]([CH3:14])([CH3:13])[CH3:12])=[O:9])[CH2:4][CH2:3]1.BrBr.[NH2:17][C:18]([NH2:20])=[S:19].C([O-])([O-])=O.[Na+].[Na+]. The catalyst is C(Cl)(Cl)Cl.CCCCC. The product is [NH2:20][C:18]1[S:19][C:3]2[CH2:4][N:5]([C:8]([O:10][C:11]([CH3:14])([CH3:13])[CH3:12])=[O:9])[CH2:6][CH2:7][C:2]=2[N:17]=1. The yield is 0.280. (2) The reactants are [Br:1][C:2]1[CH:9]=[C:8]([Cl:10])[CH:7]=[C:6]([F:11])[C:3]=1[CH:4]=O.[OH2:12].O[NH2:14].O. The catalyst is CC(O)C. The product is [Br:1][C:2]1[CH:9]=[C:8]([Cl:10])[CH:7]=[C:6]([F:11])[C:3]=1[CH:4]=[N:14][OH:12]. The yield is 0.770.